Dataset: Full USPTO retrosynthesis dataset with 1.9M reactions from patents (1976-2016). Task: Predict the reactants needed to synthesize the given product. (1) Given the product [CH3:1][N:2]([CH2:3][C@H:4]([NH:11][C:12](=[O:18])[O:13][C:14]([CH3:15])([CH3:17])[CH3:16])[C:5]1[CH:10]=[CH:9][CH:8]=[CH:7][CH:6]=1)[C:21](=[O:22])[C@H:20]([CH3:19])[CH2:24][CH:25]=[CH2:26], predict the reactants needed to synthesize it. The reactants are: [CH3:1][NH:2][CH2:3][C@H:4]([NH:11][C:12](=[O:18])[O:13][C:14]([CH3:17])([CH3:16])[CH3:15])[C:5]1[CH:10]=[CH:9][CH:8]=[CH:7][CH:6]=1.[CH3:19][C@H:20]([CH2:24][CH:25]=[CH2:26])[C:21](O)=[O:22]. (2) Given the product [C:14]([O:24][CH3:25])(=[O:23])[C:15]1[CH:16]=[CH:17][C:18]([O:2][CH3:1])=[CH:19][CH:20]=1.[CH:9](=[O:13])[C:10]1[CH:5]=[CH:4][C:3]([O:2][CH3:1])=[CH:12][CH:11]=1.[CH3:8][C:9]([C:10]1[CH:5]=[CH:4][C:3]([O:2][CH3:1])=[CH:12][CH:11]=1)=[O:13], predict the reactants needed to synthesize it. The reactants are: [CH3:1][O:2][C:3]1[CH:4]=[C:5]2[C:10](=[CH:11][CH:12]=1)[C:9](=[O:13])[CH2:8]CC2.[C:14]([O:24][CH3:25])(=[O:23])[C:15]1[CH:20]=[CH:19][CH:18]=[C:17](OC)[CH:16]=1.C(OC)(=O)C1C(OC)=CC=CC=1.